This data is from Forward reaction prediction with 1.9M reactions from USPTO patents (1976-2016). The task is: Predict the product of the given reaction. Given the reactants [NH2:1][CH2:2][CH2:3][CH2:4][CH2:5][CH2:6][CH2:7][N:8]([CH3:65])[C@H:9]([C:13]([NH:15][C@H:16]([C:20]([N:22]([C@@H:24]([C@@H:61]([CH3:64])[CH2:62][CH3:63])[C@H:25]([O:59][CH3:60])[CH2:26][C:27]([N:29]1[CH2:33][CH2:32][CH2:31][C@H:30]1[C@H:34]([O:57][CH3:58])[C@@H:35]([CH3:56])[C:36]([NH:38][C@@:39]1([C:48]([N:50]2[CH2:55][CH2:54][CH2:53][CH2:52][O:51]2)=[O:49])[CH2:41][C@@H:40]1[C:42]1[CH:47]=[CH:46][CH:45]=[CH:44][CH:43]=1)=[O:37])=[O:28])[CH3:23])=[O:21])[CH:17]([CH3:19])[CH3:18])=[O:14])[CH:10]([CH3:12])[CH3:11].[CH2:66](OC(=O)NCCCCCC=O)[C:67]1C=CC=[CH:69][CH:68]=1.C([BH3-])#N.[Na+], predict the reaction product. The product is: [NH2:1][CH2:2][CH2:3][CH2:4][CH2:5][CH2:6][CH2:7][N:8]([CH3:65])[C@H:9]([C:13]([NH:15][C@H:16]([C:20]([N:22]([C@@H:24]([C@@H:61]([CH3:64])[CH2:62][CH3:63])[C@H:25]([O:59][CH3:60])[CH2:26][C:27]([N:29]1[CH2:33][CH2:32][CH2:31][C@H:30]1[C@H:34]([O:57][CH3:58])[C@@H:35]([CH3:56])[C:36]([NH:38][C@@:39]1([C:48]([N:50]2[CH2:55][C:54]3[CH:66]=[CH:67][CH:68]=[CH:69][C:53]=3[CH2:52][O:51]2)=[O:49])[CH2:41][C@@H:40]1[C:42]1[CH:43]=[CH:44][CH:45]=[CH:46][CH:47]=1)=[O:37])=[O:28])[CH3:23])=[O:21])[CH:17]([CH3:18])[CH3:19])=[O:14])[CH:10]([CH3:12])[CH3:11].